From a dataset of NCI-60 drug combinations with 297,098 pairs across 59 cell lines. Regression. Given two drug SMILES strings and cell line genomic features, predict the synergy score measuring deviation from expected non-interaction effect. (1) Drug 1: C1=NC2=C(N=C(N=C2N1C3C(C(C(O3)CO)O)O)F)N. Cell line: ACHN. Synergy scores: CSS=33.3, Synergy_ZIP=-2.32, Synergy_Bliss=-2.95, Synergy_Loewe=6.57, Synergy_HSA=8.30. Drug 2: COCCOC1=C(C=C2C(=C1)C(=NC=N2)NC3=CC=CC(=C3)C#C)OCCOC.Cl. (2) Drug 1: CC12CCC3C(C1CCC2=O)CC(=C)C4=CC(=O)C=CC34C. Drug 2: CCCS(=O)(=O)NC1=C(C(=C(C=C1)F)C(=O)C2=CNC3=C2C=C(C=N3)C4=CC=C(C=C4)Cl)F. Cell line: IGROV1. Synergy scores: CSS=16.4, Synergy_ZIP=-1.19, Synergy_Bliss=-1.25, Synergy_Loewe=-5.88, Synergy_HSA=-1.32.